Dataset: Forward reaction prediction with 1.9M reactions from USPTO patents (1976-2016). Task: Predict the product of the given reaction. (1) The product is: [CH3:21][C:19]1[CH:18]=[CH:17][CH:16]=[C:15]2[C:20]=1[C:12](=[CH:11][C:10]1[NH:9][CH:8]=[C:7]([CH3:26])[C:6]=1[CH2:5][CH2:4][C:1]([OH:3])=[O:2])[C:13](=[O:22])[NH:14]2. Given the reactants [C:1]([CH2:4][CH2:5][C:6]1[C:7]([CH3:26])=[C:8](C(O)=O)[NH:9][C:10]=1[CH:11]=[C:12]1[C:20]2[C:15](=[CH:16][CH:17]=[CH:18][C:19]=2[CH3:21])[NH:14][C:13]1=[O:22])([OH:3])=[O:2].[OH-].[K+].O.Cl, predict the reaction product. (2) The product is: [CH3:13][C:12]([CH3:15])([S@:10]([NH:9][C@@H:8]([C:16]1[CH:21]=[CH:20][CH:19]=[CH:18][CH:17]=1)[C:5]1[CH:6]=[CH:7][C:2]([P:23]([CH3:22])(=[O:27])[O:24][CH2:25][CH3:26])=[CH:3][CH:4]=1)=[O:11])[CH3:14]. Given the reactants Br[C:2]1[CH:7]=[CH:6][C:5]([C@@H:8]([C:16]2[CH:21]=[CH:20][CH:19]=[CH:18][CH:17]=2)[NH:9][S@:10]([C:12]([CH3:15])([CH3:14])[CH3:13])=[O:11])=[CH:4][CH:3]=1.[CH3:22][PH:23]([O-])([O-:27])[O:24][CH2:25][CH3:26].CCN(CC)CC, predict the reaction product. (3) Given the reactants [C@@H:1]12[CH2:6][C@@H:5]1[CH2:4][NH:3][C@@H:2]2[CH2:7][NH:8][C:9]([C:11]1[CH:12]=[CH:13][CH:14]=[C:15]2[O:19][CH:18]=[CH:17][C:16]=12)=[O:10].[CH3:20][C:21]1[N:26]=[C:25]([C:27]2[CH:32]=[CH:31][CH:30]=[CH:29][CH:28]=2)[C:24]([C:33](O)=[O:34])=[CH:23][N:22]=1, predict the reaction product. The product is: [CH3:20][C:21]1[N:26]=[C:25]([C:27]2[CH:32]=[CH:31][CH:30]=[CH:29][CH:28]=2)[C:24]([C:33]([N:3]2[CH2:4][C@@H:5]3[C@@H:1]([CH2:6]3)[C@H:2]2[CH2:7][NH:8][C:9]([C:11]2[CH:12]=[CH:13][CH:14]=[C:15]3[O:19][CH:18]=[CH:17][C:16]=23)=[O:10])=[O:34])=[CH:23][N:22]=1. (4) Given the reactants C1(COC(=O)[NH:10][CH2:11][C@@H:12]2[CH2:16][CH2:15][N:14]([CH2:17][CH2:18][C:19]3[C:28]4[C:23](=[CH:24][CH:25]=[C:26]([O:29][CH3:30])[N:27]=4)[N:22]=[CH:21][C:20]=3[Cl:31])[CH2:13]2)C=CC=CC=1.[OH-].[K+].O, predict the reaction product. The product is: [Cl:31][C:20]1[CH:21]=[N:22][C:23]2[C:28]([C:19]=1[CH2:18][CH2:17][N:14]1[CH2:15][CH2:16][C@@H:12]([CH2:11][NH2:10])[CH2:13]1)=[N:27][C:26]([O:29][CH3:30])=[CH:25][CH:24]=2. (5) Given the reactants C(O)(=O)C.[CH:5]([NH2:7])=[NH:6].O=[C:9]([CH2:15][CH3:16])[CH2:10][C:11](OC)=[O:12].C[O-].[Na+].O, predict the reaction product. The product is: [CH2:15]([C:9]1[N:7]=[CH:5][N:6]=[C:11]([OH:12])[CH:10]=1)[CH3:16]. (6) Given the reactants N[C:2]1([C:8]([OH:10])=O)[CH2:7][CH2:6][CH2:5][CH2:4][CH2:3]1.C[Si](C=[N+:16]=[N-])(C)C.O1CCCC1[CH2:23][OH:24], predict the reaction product. The product is: [NH2:16][C:3]1([O:24][CH3:23])[CH2:4][CH2:5][CH2:6][CH2:7][C:2]1=[C:8]=[O:10].